The task is: Predict which catalyst facilitates the given reaction.. This data is from Catalyst prediction with 721,799 reactions and 888 catalyst types from USPTO. (1) Reactant: FC(F)(F)C(O)=O.[C:8]([N:15]1[CH2:20][CH2:19][CH2:18][CH:17]([CH2:21][N:22]([C:27]2[CH:32]=[CH:31][CH:30]=[CH:29][CH:28]=2)[C:23](=[O:26])[CH2:24][CH3:25])[CH2:16]1)(OC(C)(C)C)=O.C(=O)[C:34]1[CH:39]=[CH:38][C:37]([O:40][CH3:41])=[CH:36][CH:35]=1.[BH-](OC(C)=O)(OC(C)=O)OC(C)=O.[Na+]. Product: [CH3:41][O:40][C:37]1[CH:38]=[CH:39][C:34]([CH2:8][N:15]2[CH2:20][CH2:19][CH2:18][CH:17]([CH2:21][N:22]([C:27]3[CH:28]=[CH:29][CH:30]=[CH:31][CH:32]=3)[C:23](=[O:26])[CH2:24][CH3:25])[CH2:16]2)=[CH:35][CH:36]=1. The catalyst class is: 2. (2) Reactant: S(Cl)([Cl:3])=O.[Cl:5][C:6]1[CH:7]=[CH:8][C:9]([O:22][CH2:23][CH:24]([CH3:26])[CH3:25])=[C:10]([CH2:12][N:13]2[C:17]([CH3:18])=[CH:16][C:15]([C:19](O)=[O:20])=[N:14]2)[CH:11]=1. Product: [Cl:5][C:6]1[CH:7]=[CH:8][C:9]([O:22][CH2:23][CH:24]([CH3:26])[CH3:25])=[C:10]([CH2:12][N:13]2[C:17]([CH3:18])=[CH:16][C:15]([C:19]([Cl:3])=[O:20])=[N:14]2)[CH:11]=1. The catalyst class is: 4. (3) Reactant: [N:1]1([C:6]2[CH:7]=[C:8]([C:12]3[N:16]4[CH:17]=[CH:18][C:19]([C:21]5[CH:22]=[N:23][CH:24]=[C:25]([CH:28]=5)[C:26]#[N:27])=[CH:20][C:15]4=[N:14][CH:13]=3)[CH:9]=[CH:10][CH:11]=2)[CH:5]=[CH:4][CH:3]=[N:2]1.[OH-:29].[K+]. Product: [N:1]1([C:6]2[CH:7]=[C:8]([C:12]3[N:16]4[CH:17]=[CH:18][C:19]([C:21]5[CH:22]=[N:23][CH:24]=[C:25]([CH:28]=5)[C:26]([NH2:27])=[O:29])=[CH:20][C:15]4=[N:14][CH:13]=3)[CH:9]=[CH:10][CH:11]=2)[CH:5]=[CH:4][CH:3]=[N:2]1. The catalyst class is: 218. (4) Reactant: [Cl:1][C:2]1[CH:28]=[CH:27][C:5]([CH2:6][NH:7][C:8]([C:10]2[C:11]([OH:26])=[C:12]3[CH:18]=[C:17]([CH2:19][N:20]4[CH2:25][CH2:24][O:23][CH2:22][CH2:21]4)[S:16][C:13]3=[N:14][CH:15]=2)=[O:9])=[CH:4][CH:3]=1.C(=O)([O-])[O-].[K+].[K+].Br[CH:36]([CH3:38])[CH3:37].O. Product: [Cl:1][C:2]1[CH:28]=[CH:27][C:5]([CH2:6][NH:7][C:8]([C:10]2[C:11](=[O:26])[C:12]3[CH:18]=[C:17]([CH2:19][N:20]4[CH2:21][CH2:22][O:23][CH2:24][CH2:25]4)[S:16][C:13]=3[N:14]([CH:36]([CH3:38])[CH3:37])[CH:15]=2)=[O:9])=[CH:4][CH:3]=1. The catalyst class is: 3. (5) Reactant: [OH-].[Na+].[NH2:3][C:4]1[N:9]=[C:8]([CH2:10][N:11]2[C:19]3[C:14](=[CH:15][CH:16]=[C:17]([OH:20])[CH:18]=3)[CH:13]=[C:12]2[C:21]2[CH:26]=[CH:25][CH:24]=[CH:23][C:22]=2[Cl:27])[CH:7]=[CH:6][CH:5]=1.Br[C:29]1[CH:30]=[N:31][CH:32]=[N:33][CH:34]=1.CN(P(N(C)C)(N(C)C)=O)C. Product: [Cl:27][C:22]1[CH:23]=[CH:24][CH:25]=[CH:26][C:21]=1[C:12]1[N:11]([CH2:10][C:8]2[N:9]=[C:4]([NH2:3])[CH:5]=[CH:6][CH:7]=2)[C:19]2[C:14]([CH:13]=1)=[CH:15][CH:16]=[C:17]([O:20][C:29]1[CH:30]=[N:31][CH:32]=[N:33][CH:34]=1)[CH:18]=2. The catalyst class is: 8. (6) The catalyst class is: 8. Reactant: [N:1]1[CH:6]=[CH:5][CH:4]=[CH:3][C:2]=1[C:7](=O)[CH2:8][C:9]#[N:10].[NH2:12][NH2:13]. Product: [N:1]1[CH:6]=[CH:5][CH:4]=[CH:3][C:2]=1[C:7]1[CH:8]=[C:9]([NH2:10])[NH:13][N:12]=1. (7) Reactant: [CH3:1][O:2][C:3]1[CH:4]=[C:5]([CH:10]=[CH:11][C:12]=1[N+:13]([O-])=O)[C:6]([O:8][CH3:9])=[O:7]. Product: [NH2:13][C:12]1[CH:11]=[CH:10][C:5]([C:6]([O:8][CH3:9])=[O:7])=[CH:4][C:3]=1[O:2][CH3:1]. The catalyst class is: 94.